From a dataset of NCI-60 drug combinations with 297,098 pairs across 59 cell lines. Regression. Given two drug SMILES strings and cell line genomic features, predict the synergy score measuring deviation from expected non-interaction effect. (1) Drug 1: CS(=O)(=O)C1=CC(=C(C=C1)C(=O)NC2=CC(=C(C=C2)Cl)C3=CC=CC=N3)Cl. Drug 2: CC1=C(C=C(C=C1)NC(=O)C2=CC=C(C=C2)CN3CCN(CC3)C)NC4=NC=CC(=N4)C5=CN=CC=C5. Cell line: OVCAR-4. Synergy scores: CSS=2.66, Synergy_ZIP=-0.716, Synergy_Bliss=0.583, Synergy_Loewe=-1.19, Synergy_HSA=-0.622. (2) Drug 1: C1CCC(C1)C(CC#N)N2C=C(C=N2)C3=C4C=CNC4=NC=N3. Drug 2: C(CC(=O)O)C(=O)CN.Cl. Cell line: NCI-H460. Synergy scores: CSS=5.92, Synergy_ZIP=-1.39, Synergy_Bliss=-3.60, Synergy_Loewe=-3.88, Synergy_HSA=-4.18. (3) Drug 1: C1=NC2=C(N=C(N=C2N1C3C(C(C(O3)CO)O)O)F)N. Drug 2: CCC1=C2CN3C(=CC4=C(C3=O)COC(=O)C4(CC)O)C2=NC5=C1C=C(C=C5)O. Cell line: A549. Synergy scores: CSS=12.2, Synergy_ZIP=-3.34, Synergy_Bliss=-1.38, Synergy_Loewe=-61.0, Synergy_HSA=-2.89. (4) Drug 1: CC(C1=C(C=CC(=C1Cl)F)Cl)OC2=C(N=CC(=C2)C3=CN(N=C3)C4CCNCC4)N. Drug 2: C1CCC(CC1)NC(=O)N(CCCl)N=O. Cell line: OVCAR-4. Synergy scores: CSS=1.71, Synergy_ZIP=-1.32, Synergy_Bliss=-1.63, Synergy_Loewe=-2.48, Synergy_HSA=-2.39. (5) Drug 1: C1=NC2=C(N1)C(=S)N=C(N2)N. Drug 2: CC1=C(C=C(C=C1)NC(=O)C2=CC=C(C=C2)CN3CCN(CC3)C)NC4=NC=CC(=N4)C5=CN=CC=C5. Cell line: UACC62. Synergy scores: CSS=30.7, Synergy_ZIP=-2.23, Synergy_Bliss=-2.15, Synergy_Loewe=-14.7, Synergy_HSA=-2.24. (6) Drug 1: CCC(=C(C1=CC=CC=C1)C2=CC=C(C=C2)OCCN(C)C)C3=CC=CC=C3.C(C(=O)O)C(CC(=O)O)(C(=O)O)O. Drug 2: C1CC(=O)NC(=O)C1N2C(=O)C3=CC=CC=C3C2=O. Cell line: HOP-92. Synergy scores: CSS=2.48, Synergy_ZIP=-0.161, Synergy_Bliss=2.50, Synergy_Loewe=-2.57, Synergy_HSA=-0.786.